From a dataset of Full USPTO retrosynthesis dataset with 1.9M reactions from patents (1976-2016). Predict the reactants needed to synthesize the given product. Given the product [CH:1]([O:4][C:5]([C:7]1[C:12](=[O:13])[N:11]([CH2:14][C:15]2[CH:20]=[CH:19][CH:18]=[C:17]([F:21])[CH:16]=2)[C:10]2[CH:22]=[CH:23][S:24][C:9]=2[C:8]=1[N:49]1[CH2:54][CH2:53][N:52]([C:55]([C:57]2[S:58][CH:59]=[CH:60][CH:61]=2)=[O:56])[CH2:51][CH2:50]1)=[O:6])([CH3:3])[CH3:2], predict the reactants needed to synthesize it. The reactants are: [CH:1]([O:4][C:5]([C:7]1[C:12](=[O:13])[N:11]([CH2:14][C:15]2[CH:20]=[CH:19][CH:18]=[C:17]([F:21])[CH:16]=2)[C:10]2[CH:22]=[CH:23][S:24][C:9]=2[C:8]=1Cl)=[O:6])([CH3:3])[CH3:2].C(OC(C1C(=O)N(CC2C=CC=C(F)C=2)C2C=CSC=2C=1[N:49]1[CH2:54][CH2:53][N:52]([C:55]([C:57]2[S:58][CH:59]=[CH:60][CH:61]=2)=[O:56])[CH2:51][CH2:50]1)=O)C.